This data is from Reaction yield outcomes from USPTO patents with 853,638 reactions. The task is: Predict the reaction yield, written as a fraction of the theoretical maximum amount of product (1.0 means a 100% yield; for example, 0.34 means a 34% yield). (1) The reactants are C[C:2]1(C)COC(CO[C:10]2[CH:15]=[CH:14]N=[C:12]([CH2:16]S(C3NC4C=CC=CC=4N=3)=O)[C:11]=2C)[O:4][CH2:3]1.[OH-].[Na+]. The catalyst is C(O)C. The product is [CH3:14][CH2:15][CH2:10][CH2:11][CH2:12][CH3:16].[CH2:3]([OH:4])[CH3:2]. The yield is 0.639. (2) The reactants are [N+:1]([C:4]1[CH:11]=[CH:10][CH:9]=[C:8]([O:12][CH2:13][C:14]2[CH:19]=[CH:18][CH:17]=[C:16](OC)[CH:15]=2)[C:5]=1[C:6]#[N:7])([O-])=O.CC(C)=O.[Cl-].[NH4+]. The catalyst is [Zn].O. The product is [NH2:1][C:4]1[CH:11]=[CH:10][CH:9]=[C:8]([O:12][CH2:13][C:14]2[CH:19]=[CH:18][CH:17]=[CH:16][CH:15]=2)[C:5]=1[C:6]#[N:7]. The yield is 0.780.